Dataset: Full USPTO retrosynthesis dataset with 1.9M reactions from patents (1976-2016). Task: Predict the reactants needed to synthesize the given product. (1) Given the product [F:18][C:19]1[CH:26]=[CH:25][C:22]([CH2:23][NH:1][C:2]2[CH:3]=[CH:4][C:5]([C:8]3[CH:12]=[C:11]([CH2:13][O:14][C:15](=[O:17])[NH2:16])[O:10][N:9]=3)=[CH:6][CH:7]=2)=[CH:21][CH:20]=1, predict the reactants needed to synthesize it. The reactants are: [NH2:1][C:2]1[CH:7]=[CH:6][C:5]([C:8]2[CH:12]=[C:11]([CH2:13][O:14][C:15](=[O:17])[NH2:16])[O:10][N:9]=2)=[CH:4][CH:3]=1.[F:18][C:19]1[CH:26]=[CH:25][C:22]([CH:23]=O)=[CH:21][CH:20]=1. (2) Given the product [O:1]1[C:10]2[C:5](=[N+:6]([O-:19])[CH:7]=[CH:8][CH:9]=2)[O:4][CH2:3][CH2:2]1, predict the reactants needed to synthesize it. The reactants are: [O:1]1[C:10]2[C:5](=[N:6][CH:7]=[CH:8][CH:9]=2)[O:4][CH2:3][CH2:2]1.ClC1C=CC=C(C(OO)=[O:19])C=1. (3) Given the product [CH3:1][O:2][C:3]([C:5]1[CH:6]=[C:7]2[C:12](=[CH:13][CH:14]=1)[N:11]1[C:15]([O:18][CH3:19])=[N:16][N:17]=[C:10]1[C:9]([NH:24][CH:21]([CH3:23])[CH3:22])=[N:8]2)=[O:4], predict the reactants needed to synthesize it. The reactants are: [CH3:1][O:2][C:3]([C:5]1[CH:6]=[C:7]2[C:12](=[CH:13][CH:14]=1)[N:11]1[C:15]([O:18][CH3:19])=[N:16][N:17]=[C:10]1[C:9](Cl)=[N:8]2)=[O:4].[CH:21]([NH2:24])([CH3:23])[CH3:22].C(=O)(O)[O-].[Na+]. (4) Given the product [CH:26]1([C:30]2[CH:34]=[C:33]([NH:35][C:2]3[C:11]4=[N:12][NH:13][CH:14]=[C:10]4[C:9]4[CH:8]=[C:7]([O:24][CH3:25])[CH:6]=[CH:5][C:4]=4[N:3]=3)[NH:32][N:31]=2)[CH2:29][CH2:28][CH2:27]1, predict the reactants needed to synthesize it. The reactants are: Cl[C:2]1[C:11]2=[N:12][N:13](CC3C=CC(OC)=CC=3)[CH:14]=[C:10]2[C:9]2[CH:8]=[C:7]([O:24][CH3:25])[CH:6]=[CH:5][C:4]=2[N:3]=1.[CH:26]1([C:30]2[CH:34]=[C:33]([NH2:35])[NH:32][N:31]=2)[CH2:29][CH2:28][CH2:27]1.Cl. (5) Given the product [CH3:13][N:14]([CH3:20])[CH2:15][CH2:16][CH2:17][N:18]([CH3:19])[C:2]1[N:7]=[N:6][C:5]([C:8]([O:10][CH2:11][CH3:12])=[O:9])=[CH:4][CH:3]=1, predict the reactants needed to synthesize it. The reactants are: Cl[C:2]1[N:7]=[N:6][C:5]([C:8]([O:10][CH2:11][CH3:12])=[O:9])=[CH:4][CH:3]=1.[CH3:13][N:14]([CH3:20])[CH2:15][CH2:16][CH2:17][NH:18][CH3:19].[N-]=C=O. (6) Given the product [C:1]([O:4][CH2:5][C:6]1[C:11]([N:12]2[CH2:24][CH2:23][N:15]3[C:16]4[CH2:17][CH2:18][CH2:19][CH2:20][C:21]=4[CH:22]=[C:14]3[C:13]2=[O:25])=[CH:10][C:9]([F:26])=[CH:8][C:7]=1[C:57]1[CH:58]=[C:53]([NH:52][C:48]2[CH:47]=[C:46]([CH2:45][N:41]3[CH2:44][CH2:43][CH2:42]3)[N:50]([CH3:51])[N:49]=2)[C:54](=[O:61])[N:55]([CH3:60])[CH:56]=1)(=[O:3])[CH3:2], predict the reactants needed to synthesize it. The reactants are: [C:1]([O:4][CH2:5][C:6]1[C:11]([N:12]2[CH2:24][CH2:23][N:15]3[C:16]4[CH2:17][CH2:18][CH2:19][CH2:20][C:21]=4[CH:22]=[C:14]3[C:13]2=[O:25])=[CH:10][C:9]([F:26])=[CH:8][C:7]=1N1CCN2C3CCCCC=3C=C2C1=O)(=[O:3])[CH3:2].[N:41]1([CH2:45][C:46]2[N:50]([CH3:51])[N:49]=[C:48]([NH:52][C:53]3[C:54](=[O:61])[N:55]([CH3:60])[CH:56]=[C:57](Br)[CH:58]=3)[CH:47]=2)[CH2:44][CH2:43][CH2:42]1.C(=O)([O-])[O-].[Na+].[Na+].